Dataset: Full USPTO retrosynthesis dataset with 1.9M reactions from patents (1976-2016). Task: Predict the reactants needed to synthesize the given product. (1) Given the product [Br:1][C:2]1[S:3][C:4]([NH:32][C:33](=[O:39])[O:34][C:35]([CH3:37])([CH3:38])[CH3:36])=[C:5]([C:7](=[O:31])[NH:8][C:9]2[CH:10]=[N:11][N:12]([CH3:30])[C:13]=2[C@@H:14]2[CH2:15][CH2:16][C@@H:17]([NH:22][C:23]([O:25][C:26]([CH3:29])([CH3:27])[CH3:28])=[O:24])[C@H:18]([F:40])[CH2:19][O:21]2)[N:6]=1, predict the reactants needed to synthesize it. The reactants are: [Br:1][C:2]1[S:3][C:4]([NH:32][C:33](=[O:39])[O:34][C:35]([CH3:38])([CH3:37])[CH3:36])=[C:5]([C:7](=[O:31])[NH:8][C:9]2[CH:10]=[N:11][N:12]([CH3:30])[C:13]=2[C:14]23[O:21][CH:18]([CH2:19]C2)[CH:17]([NH:22][C:23]([O:25][C:26]([CH3:29])([CH3:28])[CH3:27])=[O:24])[CH2:16][CH2:15]3)[N:6]=1.[F:40][C@H]1[C@H](NC(=O)OC(C)(C)C)CC[C@@H](C2N(C)N=CC=2[N+]([O-])=O)OC1. (2) Given the product [NH:1]1[CH2:6][CH2:5][NH:4][CH2:3][CH:2]1[C:7]1[CH:12]=[CH:11][N:10]=[CH:9][C:8]=1[C:13]([OH:15])=[O:14], predict the reactants needed to synthesize it. The reactants are: [N:1]1[CH:6]=[CH:5][N:4]=[CH:3][C:2]=1[C:7]1[CH:12]=[CH:11][N:10]=[CH:9][C:8]=1[C:13]([O:15]C)=[O:14]. (3) Given the product [OH:11][C:3]1[CH:2]=[N:1][C:10]2[C:5]([C:4]=1[CH:17]=[O:12])=[CH:6][CH:7]=[CH:8][CH:9]=2, predict the reactants needed to synthesize it. The reactants are: [N:1]1[C:10]2[C:5](=[CH:6][CH:7]=[CH:8][CH:9]=2)[CH:4]=[C:3]([OH:11])[CH:2]=1.[OH-:12].[Na+].ClCCl.[CH3:17]O. (4) The reactants are: [C:1](=O)([O-])[O-].[Cs+].[Cs+].[OH:7][C:8]1[CH:13]=[CH:12][C:11]([O:14][CH3:15])=[CH:10][C:9]=1[C:16]([C:18]1[CH:23]=[CH:22][CH:21]=[CH:20][CH:19]=1)=[O:17].C[O:25][C:26](=[O:45])[CH2:27][CH2:28][C:29]1[CH:34]=[CH:33][C:32]([O:35][CH2:36][CH2:37][C@@H:38](OS(C)(=O)=O)[CH3:39])=[CH:31][CH:30]=1.[OH-].[Na+].Cl. Given the product [C:16]([C:9]1[CH:10]=[C:11]([O:14][CH3:15])[CH:12]=[CH:13][C:8]=1[O:7][CH:38]([CH3:39])[CH2:37][CH2:36][O:35][C:32]1[CH:33]=[CH:34][C:29]([CH2:28][CH2:27][C:26]([OH:25])=[O:45])=[C:30]([CH3:1])[CH:31]=1)(=[O:17])[C:18]1[CH:19]=[CH:20][CH:21]=[CH:22][CH:23]=1, predict the reactants needed to synthesize it. (5) Given the product [CH3:1][O:2][CH2:3][CH2:4][CH2:5][CH2:6][N:7]1[C:12]2[CH:13]=[C:14]([C:21]([NH:49][C@@H:50]3[C@H:55]([C:56]4[CH:61]=[CH:60][CH:59]=[CH:58][CH:57]=4)[CH2:54][CH2:53][N:52]([C:62]([O:64][C:65]([CH3:68])([CH3:67])[CH3:66])=[O:63])[CH2:51]3)=[O:22])[C:15]([C:17]([F:19])([F:18])[F:20])=[CH:16][C:11]=2[O:10][C:9]([CH3:25])([CH3:24])[C:8]1=[O:26], predict the reactants needed to synthesize it. The reactants are: [CH3:1][O:2][CH2:3][CH2:4][CH2:5][CH2:6][N:7]1[C:12]2[CH:13]=[C:14]([C:21](O)=[O:22])[C:15]([C:17]([F:20])([F:19])[F:18])=[CH:16][C:11]=2[O:10][C:9]([CH3:25])([CH3:24])[C:8]1=[O:26].Cl.CN(C)CCCN=C=NCC.ON1C2C=CC=CC=2N=N1.[NH2:49][C@@H:50]1[C@H:55]([C:56]2[CH:61]=[CH:60][CH:59]=[CH:58][CH:57]=2)[CH2:54][CH2:53][N:52]([C:62]([O:64][C:65]([CH3:68])([CH3:67])[CH3:66])=[O:63])[CH2:51]1.[Cl-].[NH4+]. (6) Given the product [CH2:12]([O:11][C:9]([C:8]1[C:7]([O:14][CH3:15])=[C:6]([O:16][CH3:17])[CH:5]=[CH:4][C:3]=1[C:1]([OH:19])=[O:2])=[O:10])[CH3:13], predict the reactants needed to synthesize it. The reactants are: [CH:1]([C:3]1[C:8]([C:9]([O:11][CH2:12][CH3:13])=[O:10])=[C:7]([O:14][CH3:15])[C:6]([O:16][CH3:17])=[CH:5][CH:4]=1)=[O:2].P([O-])(O)(O)=[O:19].[Na+].CC(=CC)C.Cl([O-])=O.[Na+].